The task is: Predict the reactants needed to synthesize the given product.. This data is from Full USPTO retrosynthesis dataset with 1.9M reactions from patents (1976-2016). (1) Given the product [CH3:12][CH:13]1[CH2:21][CH2:20][CH:19]2[CH:15]([O:16][CH2:17][CH:18]2[CH3:22])[C:14]1=[O:23], predict the reactants needed to synthesize it. The reactants are: [Cr](Cl)([O-])(=O)=O.[NH+]1C=CC=CC=1.[CH3:12][CH:13]1[CH2:21][CH2:20][CH:19]2[CH:15]([O:16][CH2:17][CH:18]2[CH3:22])[CH:14]1[OH:23]. (2) Given the product [NH2:15][C@@H:16]([CH3:31])[C:17]([C:25]1[CH:30]=[CH:29][CH:28]=[CH:27][CH:26]=1)([C:19]1[CH:24]=[CH:23][CH:22]=[CH:21][CH:20]=1)[OH:18].[OH:1][C:2]1[CH:14]=[CH:13][C:5]2[C:6]([CH2:9][C:10]([OH:12])=[O:11])=[CH:7][O:8][C:4]=2[CH:3]=1, predict the reactants needed to synthesize it. The reactants are: [OH:1][C:2]1[CH:14]=[CH:13][C:5]2[C:6]([CH2:9][C:10]([OH:12])=[O:11])=[CH:7][O:8][C:4]=2[CH:3]=1.[NH2:15][C@@H:16]([CH3:31])[C:17]([C:25]1[CH:30]=[CH:29][CH:28]=[CH:27][CH:26]=1)([C:19]1[CH:24]=[CH:23][CH:22]=[CH:21][CH:20]=1)[OH:18].C(OC(C)C)(C)C. (3) Given the product [CH3:11][C:8]([C:12]1[N:16]([CH2:17][CH:18]2[CH2:23][CH2:22][O:21][CH2:20][CH2:19]2)[C:15]2[CH:24]=[CH:25][C:26]([S:28]([N:31]3[CH:35]=[C:34]([C:36]([OH:1])=[O:37])[CH:33]=[N:32]3)(=[O:30])=[O:29])=[CH:27][C:14]=2[N:13]=1)([CH3:7])[CH2:9][CH3:10], predict the reactants needed to synthesize it. The reactants are: [OH:1]OS([O-])=O.[K+].[CH3:7][C:8]([C:12]1[N:16]([CH2:17][CH:18]2[CH2:23][CH2:22][O:21][CH2:20][CH2:19]2)[C:15]2[CH:24]=[CH:25][C:26]([S:28]([N:31]3[CH:35]=[C:34]([CH:36]=[O:37])[CH:33]=[N:32]3)(=[O:30])=[O:29])=[CH:27][C:14]=2[N:13]=1)([CH3:11])[CH2:9][CH3:10]. (4) The reactants are: [O:1]1[C:5]2[CH:6]=[C:7]([CH2:10]O)[CH:8]=[CH:9][C:4]=2[CH2:3][CH2:2]1.O=S(Cl)[Cl:14]. Given the product [Cl:14][CH2:10][C:7]1[CH:8]=[CH:9][C:4]2[CH2:3][CH2:2][O:1][C:5]=2[CH:6]=1, predict the reactants needed to synthesize it. (5) The reactants are: CC1C=CC(S(O)(=O)=O)=CC=1.[CH3:12][N:13]1[CH2:18][C:17]2[S:19][C:20]([C:22]([NH:24][C@H:25]3[C@@H:30]([NH:31][C:32]([C:34]([NH:36][C:37]4[CH:42]=[CH:41][C:40]([Cl:43])=[CH:39][N:38]=4)=[O:35])=[O:33])[CH2:29][CH2:28][C@H:27]([C:44]([N:46]([CH3:48])[CH3:47])=[O:45])[CH2:26]3)=[O:23])=[N:21][C:16]=2[CH2:15][CH2:14]1.O. Given the product [CH3:12][N:13]1[CH2:18][C:17]2[S:19][C:20]([C:22]([NH:24][C@H:25]3[C@@H:30]([NH:31][C:32]([C:34]([NH:36][C:37]4[CH:42]=[CH:41][C:40]([Cl:43])=[CH:39][N:38]=4)=[O:35])=[O:33])[CH2:29][CH2:28][C@H:27]([C:44]([N:46]([CH3:48])[CH3:47])=[O:45])[CH2:26]3)=[O:23])=[N:21][C:16]=2[CH2:15][CH2:14]1, predict the reactants needed to synthesize it. (6) Given the product [F:1][C@@H:2]1[C@H:7]([OH:8])[CH2:6][CH2:5][N:4]([C:9]2[N:14]=[C:13]([NH:15][C:16]3[N:21]=[CH:20][C:19]4[N:22]=[C:23]([C@H:31]([OH:33])[CH3:32])[N:24]([C@@H:25]([CH3:30])[C:26]([F:29])([F:28])[F:27])[C:18]=4[CH:17]=3)[CH:12]=[CH:11][N:10]=2)[CH2:3]1, predict the reactants needed to synthesize it. The reactants are: [F:1][C@@H:2]1[C@H:7]([OH:8])[CH2:6][CH2:5][N:4]([C:9]2[N:14]=[C:13]([NH:15][C:16]3[N:21]=[CH:20][C:19]4[N:22]=[C:23]([C@H:31]([O:33]C5CCCCO5)[CH3:32])[N:24]([C@@H:25]([CH3:30])[C:26]([F:29])([F:28])[F:27])[C:18]=4[CH:17]=3)[CH:12]=[CH:11][N:10]=2)[CH2:3]1. (7) Given the product [N:38]1[CH:39]=[CH:40][CH:41]=[N:42][C:37]=1[O:1][C:2]1[CH:3]=[C:4]([CH:31]=[CH:32][C:33]=1[O:34][CH3:35])[CH2:5][CH:6]1[C:15]2[C:10](=[CH:11][C:12]([O:18][CH3:19])=[C:13]([O:16][CH3:17])[CH:14]=2)[CH2:9][CH2:8][N:7]1[CH2:20][C:21]([NH:23][CH2:24][C:25]1[CH:30]=[CH:29][CH:28]=[CH:27][CH:26]=1)=[O:22], predict the reactants needed to synthesize it. The reactants are: [OH:1][C:2]1[CH:3]=[C:4]([CH:31]=[CH:32][C:33]=1[O:34][CH3:35])[CH2:5][CH:6]1[C:15]2[C:10](=[CH:11][C:12]([O:18][CH3:19])=[C:13]([O:16][CH3:17])[CH:14]=2)[CH2:9][CH2:8][N:7]1[CH2:20][C:21]([NH:23][CH2:24][C:25]1[CH:30]=[CH:29][CH:28]=[CH:27][CH:26]=1)=[O:22].Cl[C:37]1[N:42]=[CH:41][CH:40]=[CH:39][N:38]=1. (8) Given the product [CH:1]1([CH2:6][CH:7]([C:18]2[NH:26][C:21]3=[N:22][CH:23]=[CH:24][CH:25]=[C:20]3[CH:19]=2)[C:8]2[CH:13]=[CH:12][C:11]([S:14]([CH3:17])(=[O:16])=[O:15])=[CH:10][N:9]=2)[CH2:5][CH2:4][CH2:3][CH2:2]1, predict the reactants needed to synthesize it. The reactants are: [CH:1]1([CH:6]=[C:7]([C:18]2[NH:26][C:21]3=[N:22][CH:23]=[CH:24][CH:25]=[C:20]3[CH:19]=2)[C:8]2[CH:13]=[CH:12][C:11]([S:14]([CH3:17])(=[O:16])=[O:15])=[CH:10][N:9]=2)[CH2:5][CH2:4][CH2:3][CH2:2]1. (9) Given the product [OH:1][CH2:2][CH2:3][NH:4][C:5]([C@H:7]1[CH2:12][CH2:11][CH2:10][N:9]([C:14]2[N:15]=[C:16]([NH:29][CH2:30][C:31]3[CH:36]=[CH:35][CH:34]=[CH:33][N:32]=3)[C:17]3[C:22]([C:23]4[CH:24]=[CH:25][CH:26]=[CH:27][CH:28]=4)=[CH:21][S:20][C:18]=3[N:19]=2)[CH2:8]1)=[O:6], predict the reactants needed to synthesize it. The reactants are: [OH:1][CH2:2][CH2:3][NH:4][C:5]([C@H:7]1[CH2:12][CH2:11][CH2:10][NH:9][CH2:8]1)=[O:6].Cl[C:14]1[N:15]=[C:16]([NH:29][CH2:30][C:31]2[CH:36]=[CH:35][CH:34]=[CH:33][N:32]=2)[C:17]2[C:22]([C:23]3[CH:28]=[CH:27][CH:26]=[CH:25][CH:24]=3)=[CH:21][S:20][C:18]=2[N:19]=1.